This data is from Retrosynthesis with 50K atom-mapped reactions and 10 reaction types from USPTO. The task is: Predict the reactants needed to synthesize the given product. (1) Given the product c1ccc(C2OCC(OCc3cccs3)CO2)cc1, predict the reactants needed to synthesize it. The reactants are: ClCc1cccs1.O[C@H]1CO[C@@H](c2ccccc2)OC1. (2) The reactants are: Nc1ccc(C(=O)O)cc1.O=C(O)c1ccc([N+](=O)[O-])cc1. Given the product O=C(O)c1ccc(NC(=O)c2ccc([N+](=O)[O-])cc2)cc1, predict the reactants needed to synthesize it.